This data is from Catalyst prediction with 721,799 reactions and 888 catalyst types from USPTO. The task is: Predict which catalyst facilitates the given reaction. (1) The catalyst class is: 124. Product: [C:11]([O:15][C:16]([N:18]1[CH2:22][C@@H:21]([CH2:23][NH:24][C:25]([O:27][C:28]([CH3:31])([CH3:30])[CH3:29])=[O:26])[CH2:20][C@H:19]1[CH:32]=[O:33])=[O:17])([CH3:13])([CH3:12])[CH3:14]. Reactant: CS(C)=O.C(Cl)(=O)C(Cl)=O.[C:11]([O:15][C:16]([N:18]1[CH2:22][C@@H:21]([CH2:23][NH:24][C:25]([O:27][C:28]([CH3:31])([CH3:30])[CH3:29])=[O:26])[CH2:20][C@H:19]1[CH2:32][OH:33])=[O:17])([CH3:14])([CH3:13])[CH3:12].C(N(CC)CC)C. (2) Reactant: [CH2:1]([O:3][C:4]1[CH:5]=[C:6]2[C:11](=[C:12]3[CH2:16][C:15]([CH3:18])([CH3:17])[O:14][C:13]=13)[C:10]([C:19]1[CH:24]=[CH:23][C:22](/[CH:25]=[C:26](\[CH3:32])/[C:27]([O:29]CC)=[O:28])=[CH:21][CH:20]=1)=[N:9][C:8]([CH3:34])([CH3:33])[CH2:7]2)[CH3:2].[OH-].[Na+].Cl. Product: [CH2:1]([O:3][C:4]1[CH:5]=[C:6]2[C:11](=[C:12]3[CH2:16][C:15]([CH3:18])([CH3:17])[O:14][C:13]=13)[C:10]([C:19]1[CH:20]=[CH:21][C:22](/[CH:25]=[C:26](\[CH3:32])/[C:27]([OH:29])=[O:28])=[CH:23][CH:24]=1)=[N:9][C:8]([CH3:33])([CH3:34])[CH2:7]2)[CH3:2]. The catalyst class is: 8. (3) Reactant: C(OC([N:11]1[CH2:15][CH2:14][CH2:13][CH:12]1[C:16]1[CH:21]=[C:20]([CH3:22])[N:19]=[C:18]([N:23]2[CH:27]=[CH:26][N:25]=[CH:24]2)[N:17]=1)=O)C1C=CC=CC=1. Product: [N:23]1([C:18]2[N:19]=[C:20]([CH3:22])[CH:21]=[C:16]([CH:12]3[CH2:13][CH2:14][CH2:15][NH:11]3)[N:17]=2)[CH:27]=[CH:26][N:25]=[CH:24]1. The catalyst class is: 63. (4) Reactant: [NH2:1][CH2:2][CH2:3][C:4]1[C:12]2[C:7](=[CH:8][CH:9]=[CH:10][CH:11]=2)[NH:6][CH:5]=1.FC(F)(F)C(O)=O.[CH:20](=O)[C:21]1[CH:26]=[CH:25][CH:24]=[CH:23][CH:22]=1. Product: [C:21]1([CH:20]2[C:5]3[NH:6][C:7]4[C:12](=[CH:11][CH:10]=[CH:9][CH:8]=4)[C:4]=3[CH2:3][CH2:2][NH:1]2)[CH:26]=[CH:25][CH:24]=[CH:23][CH:22]=1. The catalyst class is: 4. (5) Reactant: [O:1]=[C:2]1[N:8]([CH:9]2[CH2:14][CH2:13][N:12]([C:15]([O:17][C@H:18]([CH2:34][C:35]3[CH:40]=[C:39]([C:41]([F:44])([F:43])[F:42])[C:38]([NH2:45])=[C:37]([Cl:46])[CH:36]=3)[C:19]([N:21]3[CH2:26][CH2:25][CH:24]([N:27]4[CH2:32][CH2:31][N:30]([CH3:33])[CH2:29][CH2:28]4)[CH2:23][CH2:22]3)=[O:20])=[O:16])[CH2:11][CH2:10]2)[CH2:7][CH2:6][C:5]2[CH:47]=[CH:48][CH:49]=[CH:50][C:4]=2[NH:3]1.[C:51]([OH:58])(=[O:57])/[CH:52]=[CH:53]\[C:54]([OH:56])=[O:55]. Product: [C:51]([OH:58])(=[O:57])/[CH:52]=[CH:53]\[C:54]([OH:56])=[O:55].[C:51]([OH:58])(=[O:57])/[CH:52]=[CH:53]\[C:54]([OH:56])=[O:55].[O:1]=[C:2]1[N:8]([CH:9]2[CH2:14][CH2:13][N:12]([C:15]([O:17][C@H:18]([CH2:34][C:35]3[CH:40]=[C:39]([C:41]([F:43])([F:42])[F:44])[C:38]([NH2:45])=[C:37]([Cl:46])[CH:36]=3)[C:19]([N:21]3[CH2:26][CH2:25][CH:24]([N:27]4[CH2:28][CH2:29][N:30]([CH3:33])[CH2:31][CH2:32]4)[CH2:23][CH2:22]3)=[O:20])=[O:16])[CH2:11][CH2:10]2)[CH2:7][CH2:6][C:5]2[CH:47]=[CH:48][CH:49]=[CH:50][C:4]=2[NH:3]1. The catalyst class is: 8. (6) Product: [CH2:3]([O:10][C:11]1[CH:16]=[CH:15][C:14]([CH:17]([CH2:23][CH:24]([CH3:26])[CH3:25])[C:18]([O:20][CH2:21][CH3:22])=[O:19])=[CH:13][CH:12]=1)[C:4]1[CH:5]=[CH:6][CH:7]=[CH:8][CH:9]=1. Reactant: [H-].[Na+].[CH2:3]([O:10][C:11]1[CH:16]=[CH:15][C:14]([CH2:17][C:18]([O:20][CH2:21][CH3:22])=[O:19])=[CH:13][CH:12]=1)[C:4]1[CH:9]=[CH:8][CH:7]=[CH:6][CH:5]=1.[CH2:23](Br)[CH:24]([CH3:26])[CH3:25]. The catalyst class is: 3. (7) Reactant: [NH2:1][C:2]1[C:3]([C:7]2[N:8]([CH2:27][CH3:28])[C:9]3[CH:14]=[C:13]([CH2:15][C:16]4[CH:17]=[C:18]([CH:23]=[CH:24][CH:25]=4)[C:19]([O:21]C)=[O:20])[N:12]=[CH:11][C:10]=3[N:26]=2)=[N:4][O:5][N:6]=1.[Li+].[OH-]. Product: [NH2:1][C:2]1[C:3]([C:7]2[N:8]([CH2:27][CH3:28])[C:9]3[CH:14]=[C:13]([CH2:15][C:16]4[CH:17]=[C:18]([CH:23]=[CH:24][CH:25]=4)[C:19]([OH:21])=[O:20])[N:12]=[CH:11][C:10]=3[N:26]=2)=[N:4][O:5][N:6]=1. The catalyst class is: 24. (8) The catalyst class is: 6. Reactant: [Li]CCCC.C1COCC1.[S:11]1[CH:15]=[CH:14][C:13]2[CH:16]=[C:17]3[C:25](=[CH:26][C:12]1=2)[CH:24]=[C:23]1[C:19]([S:20][CH:21]=[CH:22]1)=[CH:18]3.[CH3:27][Sn:28](Cl)([CH3:30])[CH3:29]. Product: [CH3:27][Sn:28]([CH3:30])([CH3:29])[C:15]1[S:11][C:12]2[CH:26]=[C:25]3[C:17](=[CH:16][C:13]=2[CH:14]=1)[CH:18]=[C:19]1[S:20][C:21]([Sn:28]([CH3:30])([CH3:29])[CH3:27])=[CH:22][C:23]1=[CH:24]3. (9) Reactant: [CH2:1]([N:8]([CH2:14]OC)[CH2:9][Si](C)(C)C)[C:2]1[CH:7]=[CH:6][CH:5]=[CH:4][CH:3]=1.[C:17]1(=[O:23])[CH2:22][CH2:21][CH2:20][CH:19]=[CH:18]1.C(O)(C(F)(F)F)=O. Product: [CH2:1]([N:8]1[CH2:9][CH:22]2[CH:21]([CH2:20][CH2:19][CH2:18][C:17]2=[O:23])[CH2:14]1)[C:2]1[CH:3]=[CH:4][CH:5]=[CH:6][CH:7]=1. The catalyst class is: 4. (10) Reactant: Cl[C:2]1[CH:11]=[CH:10][C:9]2[C:8]3[C:12]4[NH:19][CH2:18][C@@H:17]([CH3:20])[NH:16][C:15](=[O:21])[C:13]=4[S:14][C:7]=3[CH:6]=[CH:5][C:4]=2[N:3]=1.[OH2:22]. Product: [OH:22][C:2]1[CH:11]=[CH:10][C:9]2[C:8]3[C:12]4[NH:19][CH2:18][C@@H:17]([CH3:20])[NH:16][C:15](=[O:21])[C:13]=4[S:14][C:7]=3[CH:6]=[CH:5][C:4]=2[N:3]=1. The catalyst class is: 15.